Dataset: Reaction yield outcomes from USPTO patents with 853,638 reactions. Task: Predict the reaction yield, written as a fraction of the theoretical maximum amount of product (1.0 means a 100% yield; for example, 0.34 means a 34% yield). The reactants are [C:1]1([CH2:7][O:8][C:9]2[CH:10]=[C:11]3[C:15](=[CH:16][CH:17]=2)[N:14]([S:18]([C:21]2[CH:26]=[CH:25][CH:24]=[CH:23][CH:22]=2)(=[O:20])=[O:19])[CH:13]=[CH:12]3)[CH:6]=[CH:5][CH:4]=[CH:3][CH:2]=1.[Li][CH2:28]CCC.CI. The catalyst is C1COCC1. The product is [CH3:28][C:13]1[N:14]([S:18]([C:21]2[CH:26]=[CH:25][CH:24]=[CH:23][CH:22]=2)(=[O:20])=[O:19])[C:15]2[C:11]([CH:12]=1)=[CH:10][C:9]([O:8][CH2:7][C:1]1[CH:2]=[CH:3][CH:4]=[CH:5][CH:6]=1)=[CH:17][CH:16]=2. The yield is 0.770.